Dataset: Reaction yield outcomes from USPTO patents with 853,638 reactions. Task: Predict the reaction yield, written as a fraction of the theoretical maximum amount of product (1.0 means a 100% yield; for example, 0.34 means a 34% yield). (1) The reactants are CS(O[CH2:6][C@H:7]([NH:15][C:16]([O:18][CH2:19][C:20]1[CH:25]=[CH:24][CH:23]=[CH:22][CH:21]=1)=[O:17])[C@@H:8]1[CH2:12][O:11][C:10]([CH3:14])([CH3:13])[O:9]1)(=O)=O.[CH3:26][S-:27].[Na+]. The catalyst is CN(C)C=O.C(OCC)(=O)C. The product is [CH3:14][C:10]1([CH3:13])[O:9][C@H:8]([C@@H:7]([NH:15][C:16](=[O:17])[O:18][CH2:19][C:20]2[CH:21]=[CH:22][CH:23]=[CH:24][CH:25]=2)[CH2:6][S:27][CH3:26])[CH2:12][O:11]1. The yield is 0.890. (2) The reactants are C(N(C(C)C)CC)(C)C.[Cl:10][C:11]1[CH:12]=[CH:13][C:14]2[N:19]=[C:18]([C:20]3[C:29]4[C:24](=[CH:25][CH:26]=[CH:27][CH:28]=4)[CH:23]=[CH:22][CH:21]=3)[O:17][C:16](=[O:30])[C:15]=2[CH:31]=1.[CH:32]1([CH2:39][NH2:40])[CH2:38][CH2:37][CH2:36][CH2:35][CH2:34][CH2:33]1. No catalyst specified. The product is [Cl:10][C:11]1[CH:12]=[CH:13][C:14]([NH:19][C:18]([C:20]2[C:29]3[C:24](=[CH:25][CH:26]=[CH:27][CH:28]=3)[CH:23]=[CH:22][CH:21]=2)=[O:17])=[C:15]([C:16]([NH:40][CH2:39][CH:32]2[CH2:38][CH2:37][CH2:36][CH2:35][CH2:34][CH2:33]2)=[O:30])[CH:31]=1. The yield is 0.920. (3) The reactants are [Br-].C([O:4][C:5](=[O:14])[CH2:6][CH2:7][CH2:8][N+:9]([CH2:12][CH3:13])([CH3:11])[CH3:10])C. The catalyst is O. The product is [CH2:12]([N+:9]([CH3:11])([CH3:10])[CH2:8][CH2:7][CH2:6][C:5]([O-:14])=[O:4])[CH3:13]. The yield is 0.650. (4) The reactants are CN(C)C(=O)C.Br[C:8]1[C:9]([NH:15][C:16]2[CH:21]=[CH:20][CH:19]=[CH:18][C:17]=2[O:22][CH3:23])=[N:10][CH:11]=[C:12]([CH3:14])[CH:13]=1.C1CCN2C(=NCCC2)CC1. The catalyst is C([O-])(=O)C.[Pd+2].C([O-])(=O)C.C1(P(C2CCCCC2)C2C=CC=CC=2C2C=CC=CC=2)CCCCC1.O. The product is [CH3:23][O:22][C:17]1[CH:18]=[CH:19][CH:20]=[C:21]2[C:16]=1[NH:15][C:9]1[N:10]=[CH:11][C:12]([CH3:14])=[CH:13][C:8]2=1. The yield is 0.953. (5) The reactants are [Br:1][C:2]1[CH:3]=[C:4]2[NH:10][CH:9]=[C:8]([CH:11]=[O:12])[C:5]2=[N:6][CH:7]=1.[H-].[Na+].[F:15][C:16]1[CH:17]=[C:18]([S:22](Cl)(=[O:24])=[O:23])[CH:19]=[CH:20][CH:21]=1. The catalyst is CN(C)C=O. The product is [Br:1][C:2]1[CH:3]=[C:4]2[N:10]([S:22]([C:18]3[CH:19]=[CH:20][CH:21]=[C:16]([F:15])[CH:17]=3)(=[O:24])=[O:23])[CH:9]=[C:8]([CH:11]=[O:12])[C:5]2=[N:6][CH:7]=1. The yield is 0.578. (6) The reactants are Cl.[NH2:2][CH2:3][C:4]1[CH:5]=[C:6]([CH2:10][NH:11][C:12]([C:14]2[NH:23][C:22](=[O:24])[C:21]3[C:16](=[CH:17][CH:18]=[C:19]([C:25]#[N:26])[CH:20]=3)[N:15]=2)=[O:13])[CH:7]=[CH:8][CH:9]=1.[NH:27]1[CH:31]=[N:30][C:29]([CH2:32][C:33](O)=[O:34])=[N:28]1.C(N(C(C)C)CC)(C)C.Cl.CN(C)CCCN=C=NCC.ON1C2C=CC=CC=2N=N1. The catalyst is CN(C=O)C. The product is [C:25]([C:19]1[CH:20]=[C:21]2[C:16](=[CH:17][CH:18]=1)[N:15]=[C:14]([C:12]([NH:11][CH2:10][C:6]1[CH:7]=[CH:8][CH:9]=[C:4]([CH2:3][NH:2][C:33](=[O:34])[CH2:32][C:29]3[N:30]=[CH:31][NH:27][N:28]=3)[CH:5]=1)=[O:13])[NH:23][C:22]2=[O:24])#[N:26]. The yield is 0.240. (7) The reactants are [I:1][C:2]1[CH:11]=[CH:10][C:5]([C:6]([O:8][CH3:9])=[O:7])=[C:4]([N+:12]([O-])=O)[CH:3]=1. The catalyst is C(Cl)Cl.CCOC(C)=O. The product is [NH2:12][C:4]1[CH:3]=[C:2]([I:1])[CH:11]=[CH:10][C:5]=1[C:6]([O:8][CH3:9])=[O:7]. The yield is 0.900. (8) The reactants are [C:1]([NH:4][CH2:5][CH:6]1[O:10][C:9](=[O:11])[N:8]([C:12]2[CH:17]=[CH:16][C:15]([C:18]3[CH:19]=[CH:20][C:21]([CH2:24]OS(C)(=O)=O)=[N:22][CH:23]=3)=[C:14]([F:30])[CH:13]=2)[CH2:7]1)(=[O:3])[CH3:2].[O:31]1[CH:35]=[C:34]([CH2:36][NH2:37])[CH:33]=[N:32]1. The catalyst is CN(C=O)C. The product is [F:30][C:14]1[CH:13]=[C:12]([N:8]2[CH2:7][CH:6]([CH2:5][NH:4][C:1](=[O:3])[CH3:2])[O:10][C:9]2=[O:11])[CH:17]=[CH:16][C:15]=1[C:18]1[CH:23]=[N:22][C:21]([CH2:24][NH:37][CH2:36][C:34]2[CH:33]=[N:32][O:31][CH:35]=2)=[CH:20][CH:19]=1. The yield is 0.100. (9) The reactants are [F:1][CH:2]1[C:7]([CH3:9])([CH3:8])[CH2:6][C:5](=[O:10])[CH2:4][C:3]1=[O:11].C(N(CC)CC)C.[F:19][C:20]([F:31])([F:30])[C:21]1[CH:26]=[CH:25][C:24]([N:27]=[C:28]=[O:29])=[CH:23][CH:22]=1. The catalyst is CC(C)=O.C(OCC)(=O)C. The product is [F:19][C:20]([F:30])([F:31])[C:21]1[CH:22]=[CH:23][C:24]([NH:27][C:28]([CH:4]2[C:5](=[O:10])[CH2:6][C:7]([CH3:8])([CH3:9])[CH:2]([F:1])[C:3]2=[O:11])=[O:29])=[CH:25][CH:26]=1. The yield is 0.260. (10) The reactants are [Br:1][C:2]1[N:3]=[C:4]2[C:10]([C:11](=[O:16])[C:12]([CH3:15])([CH3:14])[CH3:13])=[CH:9][NH:8][C:5]2=[N:6][CH:7]=1.[CH2:17](O)[CH2:18][OH:19].O.C1(C)C=CC(S(O)(=O)=O)=CC=1.[Cl-].[NH4+]. The catalyst is C1(C)C=CC=CC=1.C(OCC)(=O)C.O. The product is [Br:1][C:2]1[N:3]=[C:4]2[C:10]([C:11]3([C:12]([CH3:13])([CH3:15])[CH3:14])[O:19][CH2:18][CH2:17][O:16]3)=[CH:9][NH:8][C:5]2=[N:6][CH:7]=1. The yield is 0.830.